This data is from Reaction yield outcomes from USPTO patents with 853,638 reactions. The task is: Predict the reaction yield, written as a fraction of the theoretical maximum amount of product (1.0 means a 100% yield; for example, 0.34 means a 34% yield). (1) The reactants are [F:1][C:2]1[CH:3]=[C:4]([C:8]2[N:13]=[C:12]([CH3:14])[C:11]([C:15]([OH:17])=O)=[CH:10][N:9]=2)[CH:5]=[CH:6][CH:7]=1.[F:18][C:19]1[CH:20]=[CH:21][CH:22]=[C:23]2[C:27]=1[N:26]([NH2:28])[CH:25]=[C:24]2[CH3:29].C[N+]1(C2N=C(OC)N=C(OC)N=2)CCOCC1.[Cl-]. The catalyst is CN(C=O)C. The product is [F:18][C:19]1[CH:20]=[CH:21][CH:22]=[C:23]2[C:27]=1[N:26]([NH:28][C:15]([C:11]1[C:12]([CH3:14])=[N:13][C:8]([C:4]3[CH:5]=[CH:6][CH:7]=[C:2]([F:1])[CH:3]=3)=[N:9][CH:10]=1)=[O:17])[CH:25]=[C:24]2[CH3:29]. The yield is 0.480. (2) The reactants are [F:1][C:2]1[CH:3]=[C:4]2[C:8](=[CH:9][C:10]=1I)[N:7]([CH3:12])[CH:6]=[C:5]2[C:13]1[C:14](=[O:30])[NH:15][C:16](=[O:29])[C:17]=1[C:18]1[C:22]2[CH:23]=[CH:24][CH:25]=[C:26]([O:27][CH3:28])[C:21]=2[O:20][CH:19]=1.[Cl:31][C:32]1[CH:37]=[CH:36][C:35](B(O)O)=[CH:34][CH:33]=1.C([O-])([O-])=O.[K+].[K+]. The catalyst is C(COC)OC.C1C=CC([P]([Pd]([P](C2C=CC=CC=2)(C2C=CC=CC=2)C2C=CC=CC=2)([P](C2C=CC=CC=2)(C2C=CC=CC=2)C2C=CC=CC=2)[P](C2C=CC=CC=2)(C2C=CC=CC=2)C2C=CC=CC=2)(C2C=CC=CC=2)C2C=CC=CC=2)=CC=1. The product is [Cl:31][C:32]1[CH:37]=[CH:36][C:35]([C:10]2[CH:9]=[C:8]3[C:4]([C:5]([C:13]4[C:14](=[O:30])[NH:15][C:16](=[O:29])[C:17]=4[C:18]4[C:22]5[CH:23]=[CH:24][CH:25]=[C:26]([O:27][CH3:28])[C:21]=5[O:20][CH:19]=4)=[CH:6][N:7]3[CH3:12])=[CH:3][C:2]=2[F:1])=[CH:34][CH:33]=1. The yield is 0.510. (3) The reactants are [Br:1][C:2]1[CH:7]=[CH:6][C:5]([C:8]2[CH:13]=[CH:12][N:11]=[CH:10][C:9]=2[Cl:14])=[C:4]([O:15]C)[CH:3]=1.B(Br)(Br)Br.[OH-].[Na+].C(OCC)(=O)C. The catalyst is ClCCl. The product is [Br:1][C:2]1[CH:7]=[CH:6][C:5]([C:8]2[CH:13]=[CH:12][N:11]=[CH:10][C:9]=2[Cl:14])=[C:4]([OH:15])[CH:3]=1. The yield is 0.862. (4) The reactants are [CH3:1][O:2][C:3]1[N:8]=[CH:7][C:6]([CH:9]([CH2:14][C:15]([OH:17])=[O:16])[CH2:10][C:11]([OH:13])=O)=[CH:5][CH:4]=1.C(OC(=O)C)(=O)C. No catalyst specified. The product is [CH3:1][O:2][C:3]1[N:8]=[CH:7][C:6]([CH:9]2[CH2:10][C:11](=[O:13])[O:17][C:15](=[O:16])[CH2:14]2)=[CH:5][CH:4]=1. The yield is 0.340. (5) The reactants are [CH2:1]([O:3][CH:4]([O:8][CH2:9][CH3:10])[C@@H:5]([NH2:7])[CH3:6])[CH3:2].[C:11]1([CH:21]=O)[C:20]2[C:15](=[CH:16][CH:17]=[CH:18][CH:19]=2)[CH:14]=[CH:13][CH:12]=1.C(O[BH-](OC(=O)C)OC(=O)C)(=O)C.[Na+]. The catalyst is O1CCCC1.C(OCC)(=O)C. The product is [CH2:1]([O:3][CH:4]([O:8][CH2:9][CH3:10])[C@@H:5]([NH:7][CH2:21][C:11]1[C:20]2[C:15](=[CH:16][CH:17]=[CH:18][CH:19]=2)[CH:14]=[CH:13][CH:12]=1)[CH3:6])[CH3:2]. The yield is 0.671. (6) The reactants are [Cl:1][C:2]1[C:3]([F:16])=[C:4]([CH:8]=[C:9]([N+:13]([O-:15])=[O:14])[C:10]=1[NH:11][CH3:12])[C:5]([OH:7])=[O:6].[CH3:17][Si](C=[N+]=[N-])(C)C. The catalyst is C1COCC1.CO. The product is [CH3:17][O:6][C:5](=[O:7])[C:4]1[CH:8]=[C:9]([N+:13]([O-:15])=[O:14])[C:10]([NH:11][CH3:12])=[C:2]([Cl:1])[C:3]=1[F:16]. The yield is 0.770. (7) The reactants are [N+:1]([O-:4])(O)=[O:2].[CH3:5][O:6][C:7]1[CH:12]=[CH:11][CH:10]=[CH:9][C:8]=1[OH:13]. The catalyst is C(Cl)Cl. The product is [CH3:5][O:6][C:7]1[C:12]([N+:1]([O-:4])=[O:2])=[CH:11][CH:10]=[CH:9][C:8]=1[OH:13]. The yield is 0.290. (8) The reactants are [CH3:1][C:2]1[C:11]([N+:12]([O-:14])=[O:13])=[CH:10][CH:9]=[CH:8][C:3]=1[C:4]([O:6][CH3:7])=[O:5].C1C(=O)N([Br:22])C(=O)C1.CC(N=NC(C#N)(C)C)(C#N)C. The catalyst is C(Cl)Cl. The product is [Br:22][CH2:1][C:2]1[C:11]([N+:12]([O-:14])=[O:13])=[CH:10][CH:9]=[CH:8][C:3]=1[C:4]([O:6][CH3:7])=[O:5]. The yield is 0.740. (9) The reactants are Br[C:2]1[C:7]([CH3:8])=[CH:6][CH:5]=[CH:4][N:3]=1.C([O-])([O-])=O.[K+].[K+].N#N.[C:17]([O:21][C:22]([C:24]1[CH:25]=[C:26](B(O)O)[CH:27]=[CH:28][CH:29]=1)=[O:23])([CH3:20])([CH3:19])[CH3:18].C(Cl)Cl.CS(O)(=O)=O.[OH-].[Na+]. The catalyst is C1(C)C=CC=CC=1.C1C=CC(P(C2C=CC=CC=2)[C-]2C=CC=C2)=CC=1.C1C=CC(P(C2C=CC=CC=2)[C-]2C=CC=C2)=CC=1.Cl[Pd]Cl.[Fe+2].O. The product is [C:17]([O:21][C:22](=[O:23])[C:24]1[CH:25]=[CH:26][CH:27]=[C:28]([C:2]2[C:7]([CH3:8])=[CH:6][CH:5]=[CH:4][N:3]=2)[CH:29]=1)([CH3:20])([CH3:18])[CH3:19]. The yield is 0.820. (10) The reactants are [C:1]([O:5][C:6](=[O:25])[NH:7][C@H:8]([C:12]1[CH:17]=[C:16]([C:18]2[CH:23]=[CH:22][N:21]=[CH:20][C:19]=2[NH2:24])[CH:15]=[CH:14][N:13]=1)[CH2:9][CH:10]=[CH2:11])([CH3:4])([CH3:3])[CH3:2].[CH3:26][C@H:27]([CH:31]=[CH2:32])[C:28](O)=[O:29].N1C=CC=CC=1.C(P1(=O)OP(CCC)(=O)OP(CCC)(=O)O1)CC. The catalyst is CCOC(C)=O.O. The product is [C:1]([O:5][C:6](=[O:25])[NH:7][C@H:8]([C:12]1[CH:17]=[C:16]([C:18]2[CH:23]=[CH:22][N:21]=[CH:20][C:19]=2[NH:24][C:28](=[O:29])[C@H:27]([CH3:26])[CH:31]=[CH2:32])[CH:15]=[CH:14][N:13]=1)[CH2:9][CH:10]=[CH2:11])([CH3:2])([CH3:3])[CH3:4]. The yield is 0.890.